From a dataset of Full USPTO retrosynthesis dataset with 1.9M reactions from patents (1976-2016). Predict the reactants needed to synthesize the given product. (1) Given the product [Cl:1][C:2]1[C:3]([O:10][C:11]2[CH:19]=[CH:18][C:14]([C:15]([NH2:17])=[O:16])=[CH:13][CH:12]=2)=[N:4][CH:5]=[C:6]([CH2:8][NH:27][CH2:26][CH2:25][C:21]2[S:20][CH:24]=[CH:23][CH:22]=2)[CH:7]=1, predict the reactants needed to synthesize it. The reactants are: [Cl:1][C:2]1[C:3]([O:10][C:11]2[CH:19]=[CH:18][C:14]([C:15]([NH2:17])=[O:16])=[CH:13][CH:12]=2)=[N:4][CH:5]=[C:6]([CH:8]=O)[CH:7]=1.[S:20]1[CH:24]=[CH:23][CH:22]=[C:21]1[CH2:25][CH2:26][NH2:27]. (2) Given the product [C:7]([O:27][CH2:26][C@H:25]1[O:28][C@@H:21]([N:29]2[CH:37]=[C:35]([CH3:36])[C:33](=[O:34])[NH:32][C:30]2=[O:31])[CH2:22][C@@H:23]1[OH:24])([C:14]1[CH:19]=[CH:18][CH:17]=[CH:16][CH:15]=1)([C:8]1[CH:13]=[CH:12][CH:11]=[CH:10][CH:9]=1)[C:1]1[CH:6]=[CH:5][CH:4]=[CH:3][CH:2]=1, predict the reactants needed to synthesize it. The reactants are: [C:1]1([C:7](Cl)([C:14]2[CH:19]=[CH:18][CH:17]=[CH:16][CH:15]=2)[C:8]2[CH:13]=[CH:12][CH:11]=[CH:10][CH:9]=2)[CH:6]=[CH:5][CH:4]=[CH:3][CH:2]=1.[C@@H:21]1([N:29]2[CH:37]=[C:35]([CH3:36])[C:33](=[O:34])[NH:32][C:30]2=[O:31])[O:28][C@H:25]([CH2:26][OH:27])[C@@H:23]([OH:24])[CH2:22]1.C(=O)(O)[O-].[Na+].